This data is from Full USPTO retrosynthesis dataset with 1.9M reactions from patents (1976-2016). The task is: Predict the reactants needed to synthesize the given product. Given the product [CH3:22][O:21][C:16]1[CH:15]=[C:14]([C:12]2[N:9]=[C:5]3[CH:4]=[C:3]([NH:2][CH3:1])[CH:8]=[CH:7][N:6]3[CH:11]=2)[CH:19]=[CH:18][C:17]=1[OH:20], predict the reactants needed to synthesize it. The reactants are: [CH3:1][NH:2][C:3]1[CH:8]=[CH:7][N:6]=[C:5]([NH2:9])[CH:4]=1.Br[CH2:11][C:12]([C:14]1[CH:19]=[CH:18][C:17]([OH:20])=[C:16]([O:21][CH3:22])[CH:15]=1)=O.